Dataset: Catalyst prediction with 721,799 reactions and 888 catalyst types from USPTO. Task: Predict which catalyst facilitates the given reaction. (1) Reactant: CON(C)[C:4]([C:6]1[CH:7]=[N:8][N:9]([CH3:11])[CH:10]=1)=[O:5].[CH2:13]([Mg]Cl)[C:14]1[CH:19]=[CH:18][CH:17]=[CH:16][CH:15]=1. Product: [CH3:11][N:9]1[CH:10]=[C:6]([C:4](=[O:5])[CH2:13][C:14]2[CH:19]=[CH:18][CH:17]=[CH:16][CH:15]=2)[CH:7]=[N:8]1. The catalyst class is: 1. (2) Reactant: [NH2:1][C:2]1[CH:7]=[CH:6][C:5]([C:8]2[CH:17]=[CH:16][C:11]([C:12]([O:14][CH3:15])=[O:13])=[CH:10][CH:9]=2)=[CH:4][N:3]=1.[C:18](O[C:18]([O:20][C:21]([CH3:24])([CH3:23])[CH3:22])=[O:19])([O:20][C:21]([CH3:24])([CH3:23])[CH3:22])=[O:19]. Product: [C:21]([O:20][C:18]([NH:1][C:2]1[CH:7]=[CH:6][C:5]([C:8]2[CH:17]=[CH:16][C:11]([C:12]([O:14][CH3:15])=[O:13])=[CH:10][CH:9]=2)=[CH:4][N:3]=1)=[O:19])([CH3:24])([CH3:23])[CH3:22]. The catalyst class is: 107. (3) Reactant: CO[C:3]1[C:12]2[C:7](=[CH:8][CH:9]=[C:10]([C:13]([O:15][CH3:16])=[O:14])[CH:11]=2)[N:6]=[CH:5][CH:4]=1.P(Br)(Br)[Br:18].O.[OH-].[Na+]. Product: [Br:18][C:3]1[C:12]2[C:7](=[CH:8][CH:9]=[C:10]([C:13]([O:15][CH3:16])=[O:14])[CH:11]=2)[N:6]=[CH:5][CH:4]=1. The catalyst class is: 3.